This data is from Catalyst prediction with 721,799 reactions and 888 catalyst types from USPTO. The task is: Predict which catalyst facilitates the given reaction. (1) Reactant: [Cl:1][C:2]1[N:3]=[CH:4][NH:5][C:6]=1[Cl:7].[OH-:8].[K+].[Br:10][CH2:11][C:12]1[CH:25]=[CH:24][C:23]2[C:22](=[O:26])[C:21]3[C:16](=[CH:17][CH:18]=[CH:19][CH:20]=3)[C:15](=[O:27])[C:14]=2[CH:13]=1. Product: [Br-:10].[CH3:11][C:12]1[CH:25]=[CH:24][C:23]2[C:22](=[O:26])[C:21]3[C:16](=[CH:17][CH:18]=[CH:19][CH:20]=3)[C:15](=[O:27])[C:14]=2[C:13]=1[N+:3]1[C:2]([Cl:1])=[C:6]([Cl:7])[N:5]([C:13]2[C:14]3[C:15](=[O:8])[C:16]4[C:21](=[CH:20][CH:19]=[CH:18][CH:17]=4)[C:22](=[O:26])[C:23]=3[CH:24]=[CH:25][C:12]=2[CH3:11])[CH:4]=1. The catalyst class is: 3. (2) Reactant: [CH3:1][N:2]1[CH:6]=[CH:5][C:4]([NH:7][C:8]2[C:17]3[C:12](=[CH:13][CH:14]=[C:15]([OH:18])[CH:16]=3)[N:11]=[CH:10][N:9]=2)=[N:3]1.[F:19][C:20]1[CH:25]=[CH:24][CH:23]=[C:22]([S:26]([CH3:29])(=[O:28])=[O:27])[C:21]=1F.C(O[K])(C)(C)C.O. Product: [F:19][C:20]1[CH:21]=[C:22]([S:26]([CH3:29])(=[O:28])=[O:27])[CH:23]=[CH:24][C:25]=1[O:18][C:15]1[CH:16]=[C:17]2[C:12](=[CH:13][CH:14]=1)[N:11]=[CH:10][N:9]=[C:8]2[NH:7][C:4]1[CH:5]=[CH:6][N:2]([CH3:1])[N:3]=1. The catalyst class is: 80. (3) Reactant: [Na].C([O:5][C@@H:6]1[C@@H:11]([NH:12][C:13](=[O:24])[C:14]2[CH:19]=[C:18]([O:20][CH3:21])[CH:17]=[C:16]([O:22][CH3:23])[CH:15]=2)[C@@H:10]([O:25]C(=O)C)[C@@H:9]([CH2:29][O:30]C(=O)C)[O:8][C@H:7]1[S:34][C@@H:35]1[O:48][C@H:47]([CH2:49][O:50]C(=O)C)[C@H:42]([O:43]C(=O)C)[C@H:41]([NH:54][C:55](=[O:66])[C:56]2[CH:61]=[C:60]([O:62][CH3:63])[CH:59]=[C:58]([O:64][CH3:65])[CH:57]=2)[C@H:36]1[O:37]C(=O)C)(=O)C.C[O-].[Na+].C1COCC1. Product: [CH3:63][O:62][C:60]1[CH:61]=[C:56]([CH:57]=[C:58]([O:64][CH3:65])[CH:59]=1)[C:55]([NH:54][C@H:41]1[C@@H:42]([OH:43])[C@@H:47]([CH2:49][OH:50])[O:48][C@@H:35]([S:34][C@@H:7]2[O:8][C@H:9]([CH2:29][OH:30])[C@H:10]([OH:25])[C@H:11]([NH:12][C:13](=[O:24])[C:14]3[CH:19]=[C:18]([O:20][CH3:21])[CH:17]=[C:16]([O:22][CH3:23])[CH:15]=3)[C@H:6]2[OH:5])[C@@H:36]1[OH:37])=[O:66]. The catalyst class is: 5. (4) Reactant: Cl[C:2]1[CH:7]=[C:6]([I:8])[CH:5]=[C:4]([Cl:9])[N:3]=1.[F:10][C:11]([F:20])([F:19])[C:12]1[N:17]=[CH:16][C:15]([OH:18])=[CH:14][CH:13]=1.C([O-])([O-])=O.[K+].[K+]. Product: [Cl:9][C:4]1[CH:5]=[C:6]([I:8])[CH:7]=[C:2]([O:18][C:15]2[CH:16]=[N:17][C:12]([C:11]([F:20])([F:10])[F:19])=[CH:13][CH:14]=2)[N:3]=1. The catalyst class is: 3. (5) Reactant: Cl[C:2]1[N:7]=[C:6]([NH:8][C:9]2[CH:14]=[CH:13][C:12]([O:15][CH3:16])=[C:11]([Cl:17])[CH:10]=2)[N:5]=[C:4]([NH:18][CH:19]2[CH2:25][CH2:24][CH2:23][CH2:22][CH2:21][CH2:20]2)[N:3]=1.[F:26][C:27]1[CH:32]=[CH:31][CH:30]=[CH:29][C:28]=1[OH:33].C(=O)([O-])[O-].[K+].[K+]. Product: [Cl:17][C:11]1[CH:10]=[C:9]([NH:8][C:6]2[N:5]=[C:4]([NH:18][CH:19]3[CH2:25][CH2:24][CH2:23][CH2:22][CH2:21][CH2:20]3)[N:3]=[C:2]([O:33][C:28]3[CH:29]=[CH:30][CH:31]=[CH:32][C:27]=3[F:26])[N:7]=2)[CH:14]=[CH:13][C:12]=1[O:15][CH3:16]. The catalyst class is: 35. (6) Reactant: [N:1]1([C:8]2[N:13]=[C:12]([C:14]3[CH:15]=[C:16]([CH:25]=[CH:26][C:27]=3[F:28])/[CH:17]=[C:18]3/[C:19](=[O:24])[NH:20][C:21](=[O:23])[S:22]/3)[CH:11]=[N:10][CH:9]=2)[CH2:7][CH2:6][CH2:5][NH:4][CH2:3][CH2:2]1.CCN(CC)CC.[CH:36]1([C:39](Cl)=[O:40])[CH2:38][CH2:37]1. Product: [CH:36]1([C:39]([N:4]2[CH2:5][CH2:6][CH2:7][N:1]([C:8]3[N:13]=[C:12]([C:14]4[CH:15]=[C:16]([CH:25]=[CH:26][C:27]=4[F:28])/[CH:17]=[C:18]4/[C:19](=[O:24])[NH:20][C:21](=[O:23])[S:22]/4)[CH:11]=[N:10][CH:9]=3)[CH2:2][CH2:3]2)=[O:40])[CH2:38][CH2:37]1. The catalyst class is: 2. (7) Reactant: [CH2:1]([C@H:8]1[N:13]([C:14]([C:16]2[CH:20]=[C:19]([CH3:21])[N:18]([C:22]3[CH:27]=[CH:26][CH:25]=[C:24]([OH:28])[CH:23]=3)[C:17]=2[C:29]2[CH:34]=[CH:33][CH:32]=[CH:31][CH:30]=2)=[O:15])[CH2:12][CH2:11][N:10]([C:35]([O:37][C:38]([CH3:41])([CH3:40])[CH3:39])=[O:36])[CH2:9]1)[C:2]1[CH:7]=[CH:6][CH:5]=[CH:4][CH:3]=1.CCOC(/N=N/C(OCC)=O)=O.O[CH2:55][CH2:56][N:57]1[CH2:61][CH2:60][NH:59][C:58]1=[O:62].C1(P(C2C=CC=CC=2)C2C=CC=CC=2)C=CC=CC=1. Product: [CH2:1]([C@H:8]1[N:13]([C:14]([C:16]2[CH:20]=[C:19]([CH3:21])[N:18]([C:22]3[CH:27]=[CH:26][CH:25]=[C:24]([O:28][CH2:55][CH2:56][N:57]4[CH2:61][CH2:60][NH:59][C:58]4=[O:62])[CH:23]=3)[C:17]=2[C:29]2[CH:34]=[CH:33][CH:32]=[CH:31][CH:30]=2)=[O:15])[CH2:12][CH2:11][N:10]([C:35]([O:37][C:38]([CH3:41])([CH3:40])[CH3:39])=[O:36])[CH2:9]1)[C:2]1[CH:7]=[CH:6][CH:5]=[CH:4][CH:3]=1. The catalyst class is: 90.